This data is from Catalyst prediction with 721,799 reactions and 888 catalyst types from USPTO. The task is: Predict which catalyst facilitates the given reaction. (1) Reactant: [C:1]([O:9][CH:10]([CH3:14])[C:11]([NH2:13])=O)(=[O:8])[C:2]1[CH:7]=[CH:6][CH:5]=[CH:4][CH:3]=1.COC1C=CC(P2(SP(C3C=CC(OC)=CC=3)(=S)S2)=[S:24])=CC=1. Product: [C:1]([O:9][CH:10]([CH3:14])[C:11]([NH2:13])=[S:24])(=[O:8])[C:2]1[CH:7]=[CH:6][CH:5]=[CH:4][CH:3]=1. The catalyst class is: 843. (2) Reactant: C(O)(C(F)(F)F)=O.[F:8][C:9]1([F:45])[CH2:11][CH:10]1[C:12]([NH:14][C:15]1[CH:16]=[C:17]2[C:21](=[CH:22][CH:23]=1)[N:20](C1CCCCO1)[N:19]=[C:18]2[C:30]1[NH:34][C:33]2[CH:35]=[CH:36][C:37]([N:39]3[CH2:44][CH2:43][O:42][CH2:41][CH2:40]3)=[CH:38][C:32]=2[N:31]=1)=[O:13]. Product: [F:45][C:9]1([F:8])[CH2:11][CH:10]1[C:12]([NH:14][C:15]1[CH:16]=[C:17]2[C:21](=[CH:22][CH:23]=1)[NH:20][N:19]=[C:18]2[C:30]1[NH:34][C:33]2[CH:35]=[CH:36][C:37]([N:39]3[CH2:40][CH2:41][O:42][CH2:43][CH2:44]3)=[CH:38][C:32]=2[N:31]=1)=[O:13]. The catalyst class is: 2. (3) Reactant: [Si]([O:18][C:19]1[CH:55]=[CH:54][C:22]([O:23][CH2:24][C@@H:25]([OH:53])[CH2:26][NH:27][CH2:28][CH2:29][C:30]2[CH:35]=[CH:34][C:33]([NH:36][CH:37]3[CH2:42][CH2:41][N:40]([S:43]([C:46]4[CH:51]=[CH:50][C:49]([CH3:52])=[CH:48][CH:47]=4)(=[O:45])=[O:44])[CH2:39][CH2:38]3)=[CH:32][CH:31]=2)=[CH:21][CH:20]=1)(C(C)(C)C)(C1C=CC=CC=1)C1C=CC=CC=1. Product: [OH:53][C@@H:25]([CH2:26][NH:27][CH2:28][CH2:29][C:30]1[CH:35]=[CH:34][C:33]([NH:36][CH:37]2[CH2:42][CH2:41][N:40]([S:43]([C:46]3[CH:47]=[CH:48][C:49]([CH3:52])=[CH:50][CH:51]=3)(=[O:45])=[O:44])[CH2:39][CH2:38]2)=[CH:32][CH:31]=1)[CH2:24][O:23][C:22]1[CH:54]=[CH:55][C:19]([OH:18])=[CH:20][CH:21]=1. The catalyst class is: 147. (4) Reactant: [F-].C([N+](CCCC)(CCCC)CCCC)CCC.[Si]([O:36][CH2:37][CH2:38][O:39][CH2:40][C@H:41]([O:52][C:53]1[N:58]=[CH:57][N:56]=[C:55]2[N:59]([C:62]3[CH:67]=[CH:66][CH:65]=[C:64]([Cl:68])[C:63]=3[Cl:69])[N:60]=[CH:61][C:54]=12)[C:42]([NH:44][C:45]1[CH:50]=[CH:49][C:48]([Cl:51])=[CH:47][N:46]=1)=[O:43])(C(C)(C)C)(C1C=CC=CC=1)C1C=CC=CC=1.[Cl-].[NH4+]. Product: [Cl:51][C:48]1[CH:49]=[CH:50][C:45]([NH:44][C:42](=[O:43])[C@@H:41]([O:52][C:53]2[N:58]=[CH:57][N:56]=[C:55]3[N:59]([C:62]4[CH:67]=[CH:66][CH:65]=[C:64]([Cl:68])[C:63]=4[Cl:69])[N:60]=[CH:61][C:54]=23)[CH2:40][O:39][CH2:38][CH2:37][OH:36])=[N:46][CH:47]=1. The catalyst class is: 49. (5) Reactant: [C:1](=[O:4])([O-])[O-].[K+].[K+].[CH2:7]([O:9][C:10](=[O:19])[C:11]1[CH:16]=[CH:15][C:14](Cl)=[N:13][C:12]=1Cl)[CH3:8].[OH:20][C:21]1[CH:28]=[CH:27][C:24]([C:25]#[N:26])=[CH:23][CH:22]=1. Product: [CH2:7]([O:9][C:10](=[O:19])[C:11]1[CH:16]=[CH:15][C:14]([O:20][C:21]2[CH:28]=[CH:27][C:24]([C:25]#[N:26])=[CH:23][CH:22]=2)=[N:13][C:12]=1[O:4][C:1]1[CH:28]=[CH:27][C:24]([C:25]#[N:26])=[CH:23][CH:22]=1)[CH3:8]. The catalyst class is: 3. (6) Reactant: [NH2:1][C:2]1[CH:18]=[CH:17][C:5]([C:6]([NH:8][CH2:9][CH2:10][N:11]2[CH2:16][CH2:15][O:14][CH2:13][CH2:12]2)=[O:7])=[CH:4][CH:3]=1.Cl[C:20]1[N:30]=[C:29]2[C:23]([N:24]([CH3:35])[C:25](=[O:34])[CH2:26][CH2:27][N:28]2[CH:31]([CH3:33])[CH3:32])=[CH:22][N:21]=1.CCO.Cl. Product: [CH3:35][N:24]1[C:25](=[O:34])[CH2:26][CH2:27][N:28]([CH:31]([CH3:33])[CH3:32])[C:29]2[C:23]1=[CH:22][N:21]=[C:20]([NH:1][C:2]1[CH:3]=[CH:4][C:5]([C:6]([NH:8][CH2:9][CH2:10][N:11]3[CH2:12][CH2:13][O:14][CH2:15][CH2:16]3)=[O:7])=[CH:17][CH:18]=1)[N:30]=2. The catalyst class is: 24. (7) The catalyst class is: 344. Product: [Br:12][C:7]1[C:8](=[O:11])[CH2:9][CH2:10][C:6]=1[O:5][CH2:1][CH:2]([CH3:4])[CH3:3]. Reactant: [CH2:1]([O:5][C:6]1[CH2:10][CH2:9][C:8](=[O:11])[CH:7]=1)[CH:2]([CH3:4])[CH3:3].[Br:12]N1C(=O)CCC1=O. (8) The catalyst class is: 10. Product: [CH2:32]([C:31]1[N:1]=[C:2]2[CH:3]=[CH:4][C:5]([NH:8][C:9]([C:11]3[N:12]([CH2:21][C:22]4[CH:27]=[CH:26][CH:25]=[C:24]([F:28])[CH:23]=4)[C:13]4[C:18]([CH:19]=3)=[CH:17][C:16]([F:20])=[CH:15][CH:14]=4)=[O:10])=[CH:6][N:7]2[CH:30]=1)[CH3:33]. Reactant: [NH2:1][C:2]1[N:7]=[CH:6][C:5]([NH:8][C:9]([C:11]2[N:12]([CH2:21][C:22]3[CH:27]=[CH:26][CH:25]=[C:24]([F:28])[CH:23]=3)[C:13]3[C:18]([CH:19]=2)=[CH:17][C:16]([F:20])=[CH:15][CH:14]=3)=[O:10])=[CH:4][CH:3]=1.Br[CH2:30][C:31](=O)[CH2:32][CH3:33]. (9) Reactant: [Cl:1][C:2]1[CH:7]=[C:6]([C:8]#[N:9])[CH:5]=[CH:4][C:3]=1[C:10]1[N:15]=[C:14]2[O:16][C:17]([CH3:28])([CH3:27])[CH2:18][CH:19]([NH:20][C:21](=[O:26])[C:22]([CH3:25])([CH3:24])[CH3:23])[C:13]2=[CH:12][C:11]=1[C:29]1[CH:34]=[CH:33][C:32]([Cl:35])=[CH:31][CH:30]=1.Cl.[NH2:37][OH:38].C([O-])(O)=O.[Na+]. Product: [Cl:1][C:2]1[CH:7]=[C:6]([C:8]([NH:37][OH:38])=[NH:9])[CH:5]=[CH:4][C:3]=1[C:10]1[N:15]=[C:14]2[O:16][C:17]([CH3:27])([CH3:28])[CH2:18][CH:19]([NH:20][C:21](=[O:26])[C:22]([CH3:25])([CH3:23])[CH3:24])[C:13]2=[CH:12][C:11]=1[C:29]1[CH:30]=[CH:31][C:32]([Cl:35])=[CH:33][CH:34]=1. The catalyst class is: 14. (10) Reactant: [Cl-].O[NH3+:3].[C:4](=[O:7])([O-])[OH:5].[Na+].CS(C)=O.[OH:13][C:14]([CH3:54])([CH3:53])[CH2:15][O:16][C@H:17]1[CH2:22][CH2:21][C@H:20]([N:23]2[C:28](=[O:29])[C:27]([CH2:30][C:31]3[CH:36]=[CH:35][C:34]([C:37]4[C:38]([C:43]#[N:44])=[CH:39][CH:40]=[CH:41][CH:42]=4)=[C:33]([O:45][CH3:46])[CH:32]=3)=[C:26]([CH2:47][CH2:48][CH3:49])[N:25]3[N:50]=[CH:51][CH:52]=[C:24]23)[CH2:19][CH2:18]1. Product: [OH:13][C:14]([CH3:53])([CH3:54])[CH2:15][O:16][C@H:17]1[CH2:18][CH2:19][C@H:20]([N:23]2[C:28](=[O:29])[C:27]([CH2:30][C:31]3[CH:36]=[CH:35][C:34]([C:37]4[CH:42]=[CH:41][CH:40]=[CH:39][C:38]=4[C:43]4[NH:3][C:4](=[O:7])[O:5][N:44]=4)=[C:33]([O:45][CH3:46])[CH:32]=3)=[C:26]([CH2:47][CH2:48][CH3:49])[N:25]3[N:50]=[CH:51][CH:52]=[C:24]23)[CH2:21][CH2:22]1. The catalyst class is: 13.